Task: Predict the product of the given reaction.. Dataset: Forward reaction prediction with 1.9M reactions from USPTO patents (1976-2016) (1) Given the reactants Br[CH2:2][C:3]([C:5]1[CH:10]=[CH:9][C:8]([Br:11])=[CH:7][CH:6]=1)=O.P12(SP3(SP(SP(S3)(S1)=S)(=S)S2)=S)=[S:13].[CH:26]([NH2:28])=O, predict the reaction product. The product is: [Br:11][C:8]1[CH:9]=[CH:10][C:5]([C:3]2[N:28]=[CH:26][S:13][CH:2]=2)=[CH:6][CH:7]=1. (2) Given the reactants [CH3:1][N:2]1[CH:6]=[C:5]([CH2:7][CH2:8][NH:9][C:10]2[CH:15]=[CH:14][CH:13]=[CH:12][C:11]=2[N+:16]([O-])=O)[N:4]=[CH:3]1.NC1C=CC=CC=1NCC(C)(C)CNC(=O)OC(C)(C)C, predict the reaction product. The product is: [CH3:1][N:2]1[CH:6]=[C:5]([CH2:7][CH2:8][NH:9][C:10]2[C:11]([NH2:16])=[CH:12][CH:13]=[CH:14][CH:15]=2)[N:4]=[CH:3]1. (3) Given the reactants [CH3:1][O:2][C:3]1[C:4]([O:25][CH3:26])=[CH:5][C:6]2[C:7]([C:17]3[CH:22]=[CH:21][C:20]([O:23][CH3:24])=[CH:19][CH:18]=3)=[C:8]3[C:15](=O)[NH:14][CH2:13][CH2:12][N:9]3[C:10]=2[CH:11]=1.[H-].[H-].[H-].[H-].[Li+].[Al+3].CCOCC.[ClH:38], predict the reaction product. The product is: [ClH:38].[CH3:1][O:2][C:3]1[C:4]([O:25][CH3:26])=[CH:5][C:6]2[C:7]([C:17]3[CH:18]=[CH:19][C:20]([O:23][CH3:24])=[CH:21][CH:22]=3)=[C:8]3[CH2:15][NH:14][CH2:13][CH2:12][N:9]3[C:10]=2[CH:11]=1. (4) Given the reactants [CH3:1][N:2]([CH3:43])[C:3](=[O:42])[O:4][C:5]1[CH:10]=[CH:9][CH:8]=[C:7]([NH:11][C:12]([C:14]2([CH2:30][NH:31]C(OCC3C=CC=CC=3)=O)[CH2:19][CH2:18][N:17]([C:20]3[C:21]4[C:28]([CH3:29])=[CH:27][NH:26][C:22]=4[N:23]=[CH:24][N:25]=3)[CH2:16][CH2:15]2)=[O:13])[CH:6]=1, predict the reaction product. The product is: [CH3:43][N:2]([CH3:1])[C:3](=[O:42])[O:4][C:5]1[CH:10]=[CH:9][CH:8]=[C:7]([NH:11][C:12]([C:14]2([CH2:30][NH2:31])[CH2:15][CH2:16][N:17]([C:20]3[C:21]4[C:28]([CH3:29])=[CH:27][NH:26][C:22]=4[N:23]=[CH:24][N:25]=3)[CH2:18][CH2:19]2)=[O:13])[CH:6]=1. (5) Given the reactants [CH2:1]([N:3]1[C:12]2[C:7](=[CH:8][C:9]([O:23][CH2:24][C:25]3[CH:30]=[CH:29][C:28]([O:31][CH3:32])=[CH:27][CH:26]=3)=[C:10]([O:13][CH2:14][C:15]3[CH:20]=[CH:19][C:18]([O:21][CH3:22])=[CH:17][CH:16]=3)[CH:11]=2)[C:6](=[O:33])[C:5]([C:34]([OH:36])=O)=[N:4]1)[CH3:2].S(Cl)(Cl)=O.[N:41]1([CH2:46][CH2:47][NH2:48])[CH2:45][CH2:44][CH2:43][CH2:42]1.C(N(CC)CC)C, predict the reaction product. The product is: [CH2:1]([N:3]1[C:12]2[C:7](=[CH:8][C:9]([O:23][CH2:24][C:25]3[CH:30]=[CH:29][C:28]([O:31][CH3:32])=[CH:27][CH:26]=3)=[C:10]([O:13][CH2:14][C:15]3[CH:16]=[CH:17][C:18]([O:21][CH3:22])=[CH:19][CH:20]=3)[CH:11]=2)[C:6](=[O:33])[C:5]([C:34]([NH:48][CH2:47][CH2:46][N:41]2[CH2:45][CH2:44][CH2:43][CH2:42]2)=[O:36])=[N:4]1)[CH3:2]. (6) Given the reactants [CH3:1][CH:2]([N:4]1[CH2:9][CH2:8][NH:7][CH2:6][CH2:5]1)[CH3:3].Cl[CH2:11][CH2:12][CH2:13][C:14]#[CH:15].C(=O)(O)[O-].[Na+], predict the reaction product. The product is: [CH:2]([N:4]1[CH2:9][CH2:8][N:7]([CH2:15][CH2:14][CH2:13][C:12]#[CH:11])[CH2:6][CH2:5]1)([CH3:3])[CH3:1]. (7) Given the reactants [F:1][C:2]1[CH:3]=[C:4]([C:19]([OH:21])=O)[CH:5]=[C:6]2[C:10]=1[NH:9][N:8]=[C:7]2/[CH:11]=[CH:12]/[C:13]1[CH:14]=[N:15][CH:16]=[CH:17][CH:18]=1.C(N(CC)C(C)C)(C)C.O.ON1C2C=CC=CC=2N=N1.[CH2:42]([NH2:48])[C:43]1[O:47][CH:46]=[CH:45][CH:44]=1.Cl.C(N=C=NCCCN(C)C)C, predict the reaction product. The product is: [O:47]1[CH:46]=[CH:45][CH:44]=[C:43]1[CH2:42][NH:48][C:19]([C:4]1[CH:5]=[C:6]2[C:10](=[C:2]([F:1])[CH:3]=1)[NH:9][N:8]=[C:7]2/[CH:11]=[CH:12]/[C:13]1[CH:14]=[N:15][CH:16]=[CH:17][CH:18]=1)=[O:21].